Dataset: Reaction yield outcomes from USPTO patents with 853,638 reactions. Task: Predict the reaction yield, written as a fraction of the theoretical maximum amount of product (1.0 means a 100% yield; for example, 0.34 means a 34% yield). (1) The reactants are [CH2:1]([C:5]1[C:6](=[N:11][NH:12][C:13]2[CH:14]=NC=[CH:17][CH:18]=2)[C:7]([NH2:10])=[N:8][N:9]=1)[CH2:2][CH:3]=[CH2:4].N[C:20]1[CH:21]=[N:22][CH:23]=[CH:24][CH:25]=1.C(CC(=O)CCC=C)#N.C(Cl)Cl. The catalyst is CO. The product is [CH2:1]([C:5]1[C:6](=[N:11][NH:12][C:13]2[CH:14]=[C:20]3[C:21](=[CH:17][CH:18]=2)[N:22]=[CH:23][CH:24]=[CH:25]3)[C:7]([NH2:10])=[N:8][N:9]=1)[CH2:2][CH:3]=[CH2:4]. The yield is 0.540. (2) The reactants are [CH3:1][C:2]1[CH:31]=[CH:30][C:5]([C:6]([NH:8][C:9]2[C:22]3[C:21](=[O:23])[C:20]4[C:15](=[CH:16][CH:17]=[CH:18][CH:19]=4)[C:14](=[O:24])[C:13]=3[CH:12]=[CH:11][C:10]=2[NH:25][C:26](=[O:29])[CH2:27]Cl)=[O:7])=[CH:4][CH:3]=1.CCN(C(C)C)C(C)C.[O:41]1[C:45]2([CH2:50][CH2:49][NH:48][CH2:47][CH2:46]2)[O:44][CH2:43][CH2:42]1.C(OCC)(=O)C. The catalyst is O1CCCC1.CCO.CCCCCC. The product is [CH3:1][C:2]1[CH:31]=[CH:30][C:5]([C:6]([NH:8][C:9]2[C:22]3[C:21](=[O:23])[C:20]4[C:15](=[CH:16][CH:17]=[CH:18][CH:19]=4)[C:14](=[O:24])[C:13]=3[CH:12]=[CH:11][C:10]=2[NH:25][C:26](=[O:29])[CH2:27][N:48]2[CH2:49][CH2:50][C:45]3([O:44][CH2:43][CH2:42][O:41]3)[CH2:46][CH2:47]2)=[O:7])=[CH:4][CH:3]=1. The yield is 0.550.